Dataset: Full USPTO retrosynthesis dataset with 1.9M reactions from patents (1976-2016). Task: Predict the reactants needed to synthesize the given product. (1) The reactants are: [CH3:1][N:2]([CH3:34])[C:3]([C:5]1[CH:10]=[CH:9][C:8]([CH:11]2[CH:20]([C:21]3[CH:26]=[CH:25][C:24]([F:27])=[CH:23][CH:22]=3)[C:19](=O)[C:18]3[C:17]([C:29]([O:31]CC)=O)=[CH:16][CH:15]=[CH:14][C:13]=3[NH:12]2)=[CH:7][CH:6]=1)=[O:4].O.[NH2:36][NH2:37]. Given the product [F:27][C:24]1[CH:25]=[CH:26][C:21]([CH:20]2[C:19]3=[N:36][NH:37][C:29](=[O:31])[C:17]4[CH:16]=[CH:15][CH:14]=[C:13]([C:18]=43)[NH:12][CH:11]2[C:8]2[CH:7]=[CH:6][C:5]([C:3]([N:2]([CH3:34])[CH3:1])=[O:4])=[CH:10][CH:9]=2)=[CH:22][CH:23]=1, predict the reactants needed to synthesize it. (2) Given the product [C:53]([OH:40])([C:36]([F:39])([F:38])[F:37])=[O:54].[O:1]=[C:2]1[N:6]([CH2:7][C:8]2[N:29]=[N:28][N:27]([C:30]3[CH:31]=[N:32][CH:33]=[C:34]([C:36]([F:37])([F:39])[F:38])[CH:35]=3)[CH:9]=2)[CH2:5][C@@:4]2([CH2:14][CH2:13][CH2:12][C@H:11]([CH2:15][N:16]3[C:20]4[CH:21]=[C:22]([C:25]#[N:26])[CH:23]=[CH:24][C:19]=4[N:18]=[CH:17]3)[CH2:10]2)[O:3]1, predict the reactants needed to synthesize it. The reactants are: [O:1]=[C:2]1[N:6]([CH2:7][C:8]#[CH:9])[CH2:5][C@@:4]2([CH2:14][CH2:13][CH2:12][C@H:11]([CH2:15][N:16]3[C:20]4[CH:21]=[C:22]([C:25]#[N:26])[CH:23]=[CH:24][C:19]=4[N:18]=[CH:17]3)[CH2:10]2)[O:3]1.[N:27]([C:30]1[CH:31]=[N:32][CH:33]=[C:34]([C:36]([F:39])([F:38])[F:37])[CH:35]=1)=[N+:28]=[N-:29].[O:40]=C1O[C@H]([C@H](CO)O)C([O-])=C1O.[Na+].[CH3:53][OH:54]. (3) Given the product [Br:1][C:2]1[CH:3]=[C:4]2[C:9](=[CH:10][CH:11]=1)[N:8]=[C:7]([N:32]([CH2:33][CH3:28])[CH2:31][CH3:30])[C:6]([O:13][C:14]1[CH:19]=[CH:18][C:17]([Cl:20])=[CH:16][CH:15]=1)=[C:5]2[C:21]([F:24])([F:23])[F:22], predict the reactants needed to synthesize it. The reactants are: [Br:1][C:2]1[CH:3]=[C:4]2[C:9](=[CH:10][CH:11]=1)[NH:8][C:7](=O)[C:6]([O:13][C:14]1[CH:19]=[CH:18][C:17]([Cl:20])=[CH:16][CH:15]=1)=[C:5]2[C:21]([F:24])([F:23])[F:22].BrC1C=[C:28]2[C:33](=CC=1)[NH:32][C:31](=O)[C:30](OC1C=CC=CC=1)=C2O. (4) Given the product [Cl:1][C:2]1[N:3]=[C:4]2[N:20]([CH2:18][CH3:19])[N:21]=[CH:9][C:5]2=[C:6]([N:32]2[CH2:31][CH:30]3[O:37][CH:34]([CH2:35][CH2:36]3)[CH2:33]2)[N:7]=1, predict the reactants needed to synthesize it. The reactants are: [Cl:1][C:2]1[N:7]=[C:6](Cl)[C:5]([CH:9]=O)=[C:4](Cl)[N:3]=1.C(O)(=O)C(O)=O.[CH2:18]([NH:20][NH2:21])[CH3:19].C(N(CC)CC)C.Cl.[CH:30]12[O:37][CH:34]([CH2:35][CH2:36]1)[CH2:33][NH:32][CH2:31]2.